This data is from Catalyst prediction with 721,799 reactions and 888 catalyst types from USPTO. The task is: Predict which catalyst facilitates the given reaction. (1) Reactant: [NH2:1][C:2]1[CH:3]=[N:4][CH:5]=[C:6]([Br:8])[CH:7]=1.Cl.[CH3:10][N:11]([CH3:17])[CH2:12][CH2:13][C:14](O)=[O:15].C(N(CCCC)CCCC)CCC.[I-].ClC1C=CC=C[N+]=1C. Product: [Br:8][C:6]1[CH:7]=[C:2]([NH:1][C:14](=[O:15])[CH2:13][CH2:12][N:11]([CH3:17])[CH3:10])[CH:3]=[N:4][CH:5]=1. The catalyst class is: 2. (2) Reactant: [CH3:1][O:2][C:3]1[CH:4]=[C:5]([CH:9]=[CH:10][CH:11]=1)[CH2:6][CH2:7][NH2:8].[CH:12]1(I)[CH2:16][CH2:15][CH2:14][CH2:13]1. Product: [CH3:1][O:2][C:3]1[CH:4]=[C:5]([CH:9]=[CH:10][CH:11]=1)[CH2:6][CH2:7][NH:8][CH:12]1[CH2:16][CH2:15][CH2:14][CH2:13]1. The catalyst class is: 496.